This data is from Reaction yield outcomes from USPTO patents with 853,638 reactions. The task is: Predict the reaction yield, written as a fraction of the theoretical maximum amount of product (1.0 means a 100% yield; for example, 0.34 means a 34% yield). (1) The reactants are [C:1](=[O:20])([O:5][CH:6]([N:8]1[N:12]=[N:11][C:10]([C:13]2[N:17]([CH3:18])[N:16]=[CH:15][C:14]=2[I:19])=[N:9]1)[CH3:7])[O:2][CH2:3][CH3:4].C(=O)(O[C@@H](N1N=NC(C2N(C)N=CC=2I)=N1)C)OCC. No catalyst specified. The product is [C:1](=[O:20])([O:5][C@H:6]([N:8]1[N:12]=[N:11][C:10]([C:13]2[N:17]([CH3:18])[N:16]=[CH:15][C:14]=2[I:19])=[N:9]1)[CH3:7])[O:2][CH2:3][CH3:4]. The yield is 0.992. (2) The reactants are [CH2:1]([O:3][C:4]1[CH:5]=[C:6]2[C:10](=[CH:11][CH:12]=1)[NH:9][C:8]([CH3:13])=[C:7]2[CH:14]=O)[CH3:2].[C:16]([C:19]1[CH:24]=[CH:23][N:22]=[CH:21][CH:20]=1)(=[O:18])[CH3:17].N1CCCCC1. The catalyst is CO. The product is [CH2:1]([O:3][C:4]1[CH:5]=[C:6]2[C:10](=[CH:11][CH:12]=1)[NH:9][C:8]([CH3:13])=[C:7]2/[CH:14]=[CH:17]/[C:16]([C:19]1[CH:24]=[CH:23][N:22]=[CH:21][CH:20]=1)=[O:18])[CH3:2]. The yield is 0.860.